From a dataset of Catalyst prediction with 721,799 reactions and 888 catalyst types from USPTO. Predict which catalyst facilitates the given reaction. (1) Reactant: C[O:2][C:3](=[O:35])[CH2:4][C:5]1[S:6][C:7]([C:10]2[CH:15]=[CH:14][CH:13]=[C:12]([NH:16][C:17]([C:19]3[CH:20]=[C:21]([C:25]4[CH:30]=[CH:29][C:28]([O:31][CH3:32])=[CH:27][C:26]=4[O:33][CH3:34])[CH:22]=[CH:23][CH:24]=3)=[O:18])[CH:11]=2)=[CH:8][CH:9]=1.[Li+].[OH-].Cl. Product: [CH3:34][O:33][C:26]1[CH:27]=[C:28]([O:31][CH3:32])[CH:29]=[CH:30][C:25]=1[C:21]1[CH:22]=[CH:23][CH:24]=[C:19]([C:17]([NH:16][C:12]2[CH:11]=[C:10]([C:7]3[S:6][C:5]([CH2:4][C:3]([OH:35])=[O:2])=[CH:9][CH:8]=3)[CH:15]=[CH:14][CH:13]=2)=[O:18])[CH:20]=1. The catalyst class is: 23. (2) Reactant: [C:9](O[C:9]([O:11][C:12]([CH3:15])([CH3:14])[CH3:13])=[O:10])([O:11][C:12]([CH3:15])([CH3:14])[CH3:13])=[O:10].[Cl:16][C:17]1[CH:22]=[CH:21][C:20]([Cl:23])=[CH:19][C:18]=1[NH:24][NH2:25]. Product: [C:12]([O:11][C:9]([NH:25][NH:24][C:18]1[CH:19]=[C:20]([Cl:23])[CH:21]=[CH:22][C:17]=1[Cl:16])=[O:10])([CH3:13])([CH3:14])[CH3:15]. The catalyst class is: 5.